This data is from Forward reaction prediction with 1.9M reactions from USPTO patents (1976-2016). The task is: Predict the product of the given reaction. (1) Given the reactants C(OC(=O)[N:7]([CH2:13][C:14]1[CH:19]=[CH:18][C:17]([C:20]2[CH:25]=[CH:24][C:23]([C:26](=[O:28])[NH2:27])=[CH:22][C:21]=2[CH3:29])=[CH:16][CH:15]=1)[CH2:8][CH2:9][CH:10]([CH3:12])[CH3:11])(C)(C)C.[ClH:31], predict the reaction product. The product is: [Cl-:31].[C:26]([C:23]1[CH:24]=[CH:25][C:20]([C:17]2[CH:18]=[CH:19][C:14]([CH2:13][NH2+:7][CH2:8][CH2:9][CH:10]([CH3:11])[CH3:12])=[CH:15][CH:16]=2)=[C:21]([CH3:29])[CH:22]=1)(=[O:28])[NH2:27].[NH4+:7].[Cl-:31]. (2) Given the reactants [Cl:1][C:2]1[CH:11]=[CH:10][CH:9]=[C:8]2[C:3]=1[C:4]([F:14])([F:13])[C:5](=O)[NH:6][CH2:7]2.Cl, predict the reaction product. The product is: [Cl:1][C:2]1[CH:11]=[CH:10][CH:9]=[C:8]2[C:3]=1[C:4]([F:13])([F:14])[CH2:5][NH:6][CH2:7]2. (3) Given the reactants OCC1COC(=O)O1.CN(C)C1CCCCC1.[N-:18]=[C:19]=[O:20].[N-:21]=[C:22]=[O:23].[C:24]1([CH3:30])[CH:29]=[CH:28][CH:27]=[CH:26][CH:25]=1, predict the reaction product. The product is: [CH3:30][C:24]1[C:25](=[CH:26][C:27](=[CH:28][CH:29]=1)[N:21]=[C:22]=[O:23])[N:18]=[C:19]=[O:20]. (4) Given the reactants [C:1]([CH:5]1[CH2:17][CH2:16][C:8]2([O:12][N:11]=[C:10]([C:13]([OH:15])=O)[CH2:9]2)[CH2:7][CH2:6]1)([CH3:4])([CH3:3])[CH3:2].[NH2:18][C:19]1[CH:24]=[CH:23][C:22]([NH:25][S:26]([CH3:29])(=[O:28])=[O:27])=[C:21]([F:30])[CH:20]=1, predict the reaction product. The product is: [F:30][C:21]1[CH:20]=[C:19]([NH:18][C:13]([C:10]2[CH2:9][C:8]3([CH2:7][CH2:6][CH:5]([C:1]([CH3:2])([CH3:3])[CH3:4])[CH2:17][CH2:16]3)[O:12][N:11]=2)=[O:15])[CH:24]=[CH:23][C:22]=1[NH:25][S:26]([CH3:29])(=[O:28])=[O:27]. (5) The product is: [NH2:1][C:2]1[N:7]=[C:6]([S:8][CH2:9][C:10]2[CH:11]=[C:12]([C:16]([NH:62][CH2:61][CH2:60][NH:59][C:58](=[O:63])[O:57][C:53]([CH3:56])([CH3:54])[CH3:55])=[O:17])[CH:13]=[CH:14][CH:15]=2)[C:5]([C:19]#[N:20])=[C:4]([C:21]2[CH:22]=[CH:23][CH:24]=[CH:25][CH:26]=2)[C:3]=1[C:27]#[N:28]. Given the reactants [NH2:1][C:2]1[N:7]=[C:6]([S:8][CH2:9][C:10]2[CH:11]=[C:12]([C:16](O)=[O:17])[CH:13]=[CH:14][CH:15]=2)[C:5]([C:19]#[N:20])=[C:4]([C:21]2[CH:26]=[CH:25][CH:24]=[CH:23][CH:22]=2)[C:3]=1[C:27]#[N:28].CN(C(ON1N=NC2C=CC=NC1=2)=[N+](C)C)C.F[P-](F)(F)(F)(F)F.[C:53]([O:57][C:58](=[O:63])[NH:59][CH2:60][CH2:61][NH2:62])([CH3:56])([CH3:55])[CH3:54].C(N(CC)C(C)C)(C)C, predict the reaction product. (6) The product is: [C:1]1([S:7]([NH:10][C:11]2[S:15][C:14]3[CH2:16][CH2:17][CH2:18][CH2:19][C:13]=3[C:12]=2[C:20]([OH:22])=[O:21])(=[O:8])=[O:9])[CH:2]=[CH:3][CH:4]=[CH:5][CH:6]=1. Given the reactants [C:1]1([S:7]([NH:10][C:11]2[S:15][C:14]3[CH2:16][CH2:17][CH2:18][CH2:19][C:13]=3[C:12]=2[C:20]([O:22]CC)=[O:21])(=[O:9])=[O:8])[CH:6]=[CH:5][CH:4]=[CH:3][CH:2]=1.Cl, predict the reaction product.